The task is: Predict the reactants needed to synthesize the given product.. This data is from Full USPTO retrosynthesis dataset with 1.9M reactions from patents (1976-2016). (1) The reactants are: [NH2:1][C:2]1[CH:7]=[CH:6][C:5]([C:8]2[C:16]3[C:11](=[CH:12][CH:13]=[C:14]([F:17])[CH:15]=3)[N:10]([S:18]([C:21]3[CH:26]=[CH:25][CH:24]=[CH:23][CH:22]=3)(=[O:20])=[O:19])[CH:9]=2)=[CH:4][C:3]=1[OH:27].C1C[O:31][CH2:30]C1. Given the product [F:17][C:14]1[CH:15]=[C:16]2[C:11](=[CH:12][CH:13]=1)[N:10]([S:18]([C:21]1[CH:26]=[CH:25][CH:24]=[CH:23][CH:22]=1)(=[O:20])=[O:19])[CH:9]=[C:8]2[C:5]1[CH:6]=[CH:7][C:2]2[NH:1][C:30](=[O:31])[O:27][C:3]=2[CH:4]=1, predict the reactants needed to synthesize it. (2) Given the product [NH2:1][C:2]1[C:10]([O:11][CH3:12])=[CH:9][C:5]([C:6]([NH:47][CH2:48][CH2:49][N:50]2[CH2:54][CH2:53][CH2:52][CH2:51]2)=[O:8])=[C:4]([F:13])[CH:3]=1, predict the reactants needed to synthesize it. The reactants are: [NH2:1][C:2]1[C:10]([O:11][CH3:12])=[CH:9][C:5]([C:6]([OH:8])=O)=[C:4]([F:13])[CH:3]=1.CN(C(ON1N=NC2C=CC=NC1=2)=[N+](C)C)C.F[P-](F)(F)(F)(F)F.CCN(C(C)C)C(C)C.[NH2:47][CH2:48][CH2:49][N:50]1[CH2:54][CH2:53][CH2:52][CH2:51]1. (3) Given the product [Cl:1][C:2]1[CH:3]=[CH:4][C:5]([NH:8][C@H:9]2[C@@H:14]3[CH2:15][C@@H:11]([CH2:12][NH:13]3)[CH2:10]2)=[N:6][CH:7]=1, predict the reactants needed to synthesize it. The reactants are: [Cl:1][C:2]1[CH:3]=[CH:4][C:5]([NH:8][C@H:9]2[C@@H:14]3[CH2:15][C@@H:11]([CH2:12][N:13]3C(OC(C)(C)C)=O)[CH2:10]2)=[N:6][CH:7]=1.Cl. (4) The reactants are: [C:1]([O:5][C:6]([N:8]1[C:16]2[C:11](=[CH:12][CH:13]=[C:14]([Cl:17])[CH:15]=2)[CH2:10][C:9]1=[O:18])=[O:7])([CH3:4])([CH3:3])[CH3:2].[C:19](=[O:22])([O-])[O-].[K+].[K+].C=O.[C:27]([O-])(O)=[O:28].[Na+]. Given the product [C:1]([O:5][C:6]([N:8]1[C:16]2[C:11](=[CH:12][CH:13]=[C:14]([Cl:17])[CH:15]=2)[C:10]([CH2:19][OH:22])([CH2:27][OH:28])[C:9]1=[O:18])=[O:7])([CH3:4])([CH3:2])[CH3:3], predict the reactants needed to synthesize it. (5) The reactants are: [C:1]([S:4][CH2:5][CH2:6][CH2:7][C:8]([F:11])([F:10])[F:9])(=O)[CH3:2].BrCC[CH2:15][CH2:16][Cl:17]. Given the product [F:9][C:8]([F:11])([F:10])[CH2:7][CH2:6][CH2:5][S:4][CH2:1][CH2:2][CH2:15][CH2:16][Cl:17], predict the reactants needed to synthesize it.